From a dataset of NCI-60 drug combinations with 297,098 pairs across 59 cell lines. Regression. Given two drug SMILES strings and cell line genomic features, predict the synergy score measuring deviation from expected non-interaction effect. (1) Drug 1: CC1=C(C=C(C=C1)NC2=NC=CC(=N2)N(C)C3=CC4=NN(C(=C4C=C3)C)C)S(=O)(=O)N.Cl. Drug 2: C1C(C(OC1N2C=C(C(=O)NC2=O)F)CO)O. Cell line: RPMI-8226. Synergy scores: CSS=28.4, Synergy_ZIP=-4.06, Synergy_Bliss=-12.6, Synergy_Loewe=-31.0, Synergy_HSA=-16.3. (2) Drug 1: CC1=C(C=C(C=C1)C(=O)NC2=CC(=CC(=C2)C(F)(F)F)N3C=C(N=C3)C)NC4=NC=CC(=N4)C5=CN=CC=C5. Drug 2: C1CN(CCN1C(=O)CCBr)C(=O)CCBr. Cell line: OVCAR-8. Synergy scores: CSS=16.6, Synergy_ZIP=-6.63, Synergy_Bliss=1.32, Synergy_Loewe=0.619, Synergy_HSA=1.84. (3) Drug 1: CC12CCC3C(C1CCC2O)C(CC4=C3C=CC(=C4)O)CCCCCCCCCS(=O)CCCC(C(F)(F)F)(F)F. Drug 2: CC1CCCC2(C(O2)CC(NC(=O)CC(C(C(=O)C(C1O)C)(C)C)O)C(=CC3=CSC(=N3)C)C)C. Cell line: MALME-3M. Synergy scores: CSS=29.9, Synergy_ZIP=1.74, Synergy_Bliss=1.81, Synergy_Loewe=-10.1, Synergy_HSA=-0.413. (4) Drug 1: C1=CC(=CC=C1CC(C(=O)O)N)N(CCCl)CCCl.Cl. Drug 2: C1=CN(C=N1)CC(O)(P(=O)(O)O)P(=O)(O)O. Cell line: 786-0. Synergy scores: CSS=33.6, Synergy_ZIP=-11.8, Synergy_Bliss=-10.2, Synergy_Loewe=-15.8, Synergy_HSA=-9.25. (5) Drug 1: CC1C(C(=O)NC(C(=O)N2CCCC2C(=O)N(CC(=O)N(C(C(=O)O1)C(C)C)C)C)C(C)C)NC(=O)C3=C4C(=C(C=C3)C)OC5=C(C(=O)C(=C(C5=N4)C(=O)NC6C(OC(=O)C(N(C(=O)CN(C(=O)C7CCCN7C(=O)C(NC6=O)C(C)C)C)C)C(C)C)C)N)C. Drug 2: CN1C(=O)N2C=NC(=C2N=N1)C(=O)N. Cell line: OVCAR-8. Synergy scores: CSS=-2.08, Synergy_ZIP=0.768, Synergy_Bliss=0.867, Synergy_Loewe=-0.553, Synergy_HSA=-1.49. (6) Drug 1: C1CC(C1)(C(=O)O)C(=O)O.[NH2-].[NH2-].[Pt+2]. Cell line: NCI-H460. Synergy scores: CSS=50.9, Synergy_ZIP=-6.44, Synergy_Bliss=-3.32, Synergy_Loewe=0.0273, Synergy_HSA=1.98. Drug 2: CC1C(C(CC(O1)OC2CC(CC3=C2C(=C4C(=C3O)C(=O)C5=CC=CC=C5C4=O)O)(C(=O)C)O)N)O. (7) Drug 1: CC1=CC2C(CCC3(C2CCC3(C(=O)C)OC(=O)C)C)C4(C1=CC(=O)CC4)C. Drug 2: COC1=NC(=NC2=C1N=CN2C3C(C(C(O3)CO)O)O)N. Cell line: RPMI-8226. Synergy scores: CSS=11.3, Synergy_ZIP=3.77, Synergy_Bliss=7.78, Synergy_Loewe=4.44, Synergy_HSA=3.40.